Dataset: Forward reaction prediction with 1.9M reactions from USPTO patents (1976-2016). Task: Predict the product of the given reaction. (1) Given the reactants Br[C:2]1[CH:23]=[CH:22][C:5]([C:6]([NH:8][S:9]([C:12]2[CH:17]=[CH:16][CH:15]=[CH:14][C:13]=2[S:18](=[O:21])(=[O:20])[NH2:19])(=[O:11])=[O:10])=[O:7])=[CH:4][C:3]=1[O:24][CH2:25][CH2:26][C:27]([OH:30])([CH3:29])[CH3:28].[CH3:31][CH:32]([CH3:35])[C:33]#[CH:34], predict the reaction product. The product is: [OH:30][C:27]([CH3:29])([CH3:28])[CH2:26][CH2:25][O:24][C:3]1[CH:4]=[C:5]([CH:22]=[CH:23][C:2]=1[C:34]#[C:33][CH:32]([CH3:35])[CH3:31])[C:6]([NH:8][S:9]([C:12]1[CH:17]=[CH:16][CH:15]=[CH:14][C:13]=1[S:18](=[O:21])(=[O:20])[NH2:19])(=[O:11])=[O:10])=[O:7]. (2) Given the reactants Cl[C:2]1[C:3]2[CH2:16][CH2:15][CH2:14][C:4]=2[N:5]=[C:6]([C:8]2[S:9][C:10]([Cl:13])=[CH:11][CH:12]=2)[N:7]=1.[CH2:17]([O:19][C:20](=[O:32])[CH2:21][C:22]1[CH:27]=[CH:26][C:25]([NH2:28])=[C:24]([N+:29]([O-:31])=[O:30])[CH:23]=1)[CH3:18].C(=O)([O-])[O-].[Cs+].[Cs+].C1C=CC(P(C2C(C3C(P(C4C=CC=CC=4)C4C=CC=CC=4)=CC=C4C=3C=CC=C4)=C3C(C=CC=C3)=CC=2)C2C=CC=CC=2)=CC=1, predict the reaction product. The product is: [CH2:17]([O:19][C:20](=[O:32])[CH2:21][C:22]1[CH:27]=[CH:26][C:25]([NH:28][C:2]2[C:3]3[CH2:16][CH2:15][CH2:14][C:4]=3[N:5]=[C:6]([C:8]3[S:9][C:10]([Cl:13])=[CH:11][CH:12]=3)[N:7]=2)=[C:24]([N+:29]([O-:31])=[O:30])[CH:23]=1)[CH3:18]. (3) Given the reactants [Cl:1][C:2]1[CH:10]=[C:9]2[C:5]([CH:6]=[N:7][N:8]2[C:11]2[CH:16]=[CH:15][C:14]([F:17])=[CH:13][CH:12]=2)=[CH:4][C:3]=1[O:18][CH:19]([C:23]1[CH:28]=[CH:27][C:26]([F:29])=[CH:25][CH:24]=1)[C:20]([CH3:22])=O.C([O-])(=O)C.[NH4+].C([BH3-])#[N:36], predict the reaction product. The product is: [Cl:1][C:2]1[CH:10]=[C:9]2[C:5]([CH:6]=[N:7][N:8]2[C:11]2[CH:16]=[CH:15][C:14]([F:17])=[CH:13][CH:12]=2)=[CH:4][C:3]=1[O:18][CH:19]([C:23]1[CH:28]=[CH:27][C:26]([F:29])=[CH:25][CH:24]=1)[CH:20]([NH2:36])[CH3:22]. (4) Given the reactants [CH3:1][O:2][C:3](=[O:13])[C:4]1[CH:9]=[C:8]([O:10][CH3:11])[CH:7]=[C:6](Br)[CH:5]=1.[C:14]1(B(O)O)[CH:19]=[CH:18][CH:17]=[CH:16][CH:15]=1.C(=O)([O-])[O-].[Na+].[Na+], predict the reaction product. The product is: [CH3:1][O:2][C:3]([C:4]1[CH:5]=[C:6]([C:14]2[CH:19]=[CH:18][CH:17]=[CH:16][CH:15]=2)[CH:7]=[C:8]([O:10][CH3:11])[CH:9]=1)=[O:13].